Dataset: NCI-60 drug combinations with 297,098 pairs across 59 cell lines. Task: Regression. Given two drug SMILES strings and cell line genomic features, predict the synergy score measuring deviation from expected non-interaction effect. (1) Drug 1: CS(=O)(=O)OCCCCOS(=O)(=O)C. Drug 2: CC(C)NC(=O)C1=CC=C(C=C1)CNNC.Cl. Cell line: HS 578T. Synergy scores: CSS=11.2, Synergy_ZIP=-1.06, Synergy_Bliss=3.69, Synergy_Loewe=-0.0105, Synergy_HSA=2.33. (2) Cell line: HCT116. Synergy scores: CSS=46.4, Synergy_ZIP=3.10, Synergy_Bliss=3.25, Synergy_Loewe=-26.6, Synergy_HSA=3.39. Drug 1: C1=CC(=C2C(=C1NCCNCCO)C(=O)C3=C(C=CC(=C3C2=O)O)O)NCCNCCO. Drug 2: C1=CC(=CC=C1C#N)C(C2=CC=C(C=C2)C#N)N3C=NC=N3. (3) Drug 1: C1=C(C(=O)NC(=O)N1)F. Drug 2: CC1C(C(=O)NC(C(=O)N2CCCC2C(=O)N(CC(=O)N(C(C(=O)O1)C(C)C)C)C)C(C)C)NC(=O)C3=C4C(=C(C=C3)C)OC5=C(C(=O)C(=C(C5=N4)C(=O)NC6C(OC(=O)C(N(C(=O)CN(C(=O)C7CCCN7C(=O)C(NC6=O)C(C)C)C)C)C(C)C)C)N)C. Cell line: SNB-75. Synergy scores: CSS=30.6, Synergy_ZIP=0.0342, Synergy_Bliss=5.33, Synergy_Loewe=5.97, Synergy_HSA=5.95.